Dataset: Catalyst prediction with 721,799 reactions and 888 catalyst types from USPTO. Task: Predict which catalyst facilitates the given reaction. (1) Reactant: [CH2:1]([C:3]([C:28]1[CH:33]=[CH:32][C:31]([OH:34])=[C:30]([CH3:35])[CH:29]=1)([C:6]1[CH:11]=[CH:10][C:9]([C:12]#[C:13][C:14]([O:23][CH2:24][O:25][CH3:26])([C:19]([F:22])([F:21])[F:20])[C:15]([F:18])([F:17])[F:16])=[C:8]([CH3:27])[CH:7]=1)[CH2:4][CH3:5])[CH3:2].[O:36](S(C(F)(F)F)(=O)=O)[S:37]([C:40]([F:43])([F:42])[F:41])(=O)=[O:38].N1C=CC=CC=1.O. Product: [CH2:1]([C:3]([C:28]1[CH:33]=[CH:32][C:31]([O:34][S:37]([C:40]([F:43])([F:42])[F:41])(=[O:38])=[O:36])=[C:30]([CH3:35])[CH:29]=1)([C:6]1[CH:11]=[CH:10][C:9]([C:12]#[C:13][C:14]([O:23][CH2:24][O:25][CH3:26])([C:19]([F:20])([F:21])[F:22])[C:15]([F:18])([F:17])[F:16])=[C:8]([CH3:27])[CH:7]=1)[CH2:4][CH3:5])[CH3:2]. The catalyst class is: 4. (2) The catalyst class is: 166. Product: [OH:45][NH:44][C:35]([C:36]1[S:10][C:6]2[CH:4]=[C:13]([CH2:12][N:15]([C:38](=[O:41])[CH3:46])[CH2:16][C:17]3[CH:18]=[CH:19][CH:20]=[CH:21][CH:22]=3)[CH:14]=[CH:8][C:7]=2[CH:23]=1)=[O:37]. Reactant: C(O[C:4]([C:6]1[S:10]C2C=[C:12]([NH:15][CH2:16][C:17]3[CH:22]=[CH:21][CH:20]=[CH:19][CH:18]=3)[CH:13]=[CH:14][C:8]=2[C:7]=1[CH3:23])=O)C.CN1CCOCC1.C(O[C:35](=[O:37])[CH3:36])(=O)C.[C:38]([O-:41])(O)=O.[Na+].Cl.[NH2:44][OH:45].[CH3:46][O-].[Na+]. (3) Reactant: O.[I-].[I:3]C1C=[C+]C2NC3C([Se]C=2C=1)=CC(I)=CC=3.[I-].[CH2:20]([N:23]([C:27]1[CH:28]=[CH:29][C:30]2[NH:31][C:32]3[C:37]([SeH+:38][C:39]=2[CH:40]=1)=[CH:36][C:35]([N:41]([CH2:45][CH2:46]C)[CH2:42][CH2:43]C)=[CH:34][CH:33]=3)[CH2:24][CH2:25]C)[CH2:21]C.C(N(CC)CC)C.C(NCC)C. Product: [I-:3].[CH2:24]([N:23]([C:27]1[CH:28]=[CH:29][C:30]2[NH:31][C:32]3[C:37]([SeH+:38][C:39]=2[CH:40]=1)=[CH:36][C:35]([N:41]([CH2:42][CH3:43])[CH2:45][CH3:46])=[CH:34][CH:33]=3)[CH2:20][CH3:21])[CH3:25]. The catalyst class is: 5. (4) Reactant: Cl.[Cl-].[Ca+2].[Cl-].[S:5]([OH:9])(=[O:8])(=[O:7])[CH3:6].[C:10]([C:12]1[CH:17]=[CH:16][C:15]([NH:18][CH2:19][C:20]2[N:24]([CH3:25])[C:23]3[CH:26]=[CH:27][C:28]([C:30]([N:32]([CH2:39][CH2:40][C:41]([O:43][CH2:44][CH3:45])=[O:42])[C:33]4[CH:38]=[CH:37][CH:36]=[CH:35][N:34]=4)=[O:31])=[CH:29][C:22]=3[N:21]=2)=[CH:14][CH:13]=1)#[N:11].C(=O)([O-])[O-].[NH4+:50].[NH4+].N. Product: [S:5]([OH:9])(=[O:8])(=[O:7])[CH3:6].[C:10]([C:12]1[CH:17]=[CH:16][C:15]([NH:18][CH2:19][C:20]2[N:24]([CH3:25])[C:23]3[CH:26]=[CH:27][C:28]([C:30]([N:32]([CH2:39][CH2:40][C:41]([O:43][CH2:44][CH3:45])=[O:42])[C:33]4[CH:38]=[CH:37][CH:36]=[CH:35][N:34]=4)=[O:31])=[CH:29][C:22]=3[N:21]=2)=[CH:14][CH:13]=1)(=[NH:50])[NH2:11]. The catalyst class is: 8. (5) Reactant: [OH:1][C:2]1[CH:7]=[CH:6][C:5]([CH2:8][CH2:9][CH2:10][CH2:11][CH2:12][CH2:13][CH2:14][CH2:15][CH3:16])=[CH:4][C:3]=1[C:17](=O)[CH2:18][C:19](=O)[CH2:20][CH2:21][CH2:22][CH2:23][CH2:24][CH2:25][CH2:26][CH2:27][CH3:28].O.[NH2:32][NH2:33]. Product: [CH2:8]([C:5]1[CH:6]=[CH:7][C:2]([OH:1])=[C:3]([C:17]2[CH:18]=[C:19]([CH2:20][CH2:21][CH2:22][CH2:23][CH2:24][CH2:25][CH2:26][CH2:27][CH3:28])[NH:33][N:32]=2)[CH:4]=1)[CH2:9][CH2:10][CH2:11][CH2:12][CH2:13][CH2:14][CH2:15][CH3:16]. The catalyst class is: 8. (6) Reactant: [CH3:1][S:2](Cl)(=[O:4])=[O:3].[OH:6][C:7]1[CH:12]=[CH:11][C:10]([C:13]2([C:21]3[CH:26]=[C:25]([C:27]4[CH:32]=[CH:31][CH:30]=[C:29]([O:33][CH3:34])[CH:28]=4)[CH:24]=[CH:23][N:22]=3)[NH:17][C:16](=[S:18])[N:15]([CH3:19])[C:14]2=[O:20])=[CH:9][CH:8]=1.C(N(CC)CC)C.C(=O)(O)[O-].[Na+]. Product: [CH3:1][S:2]([O:6][C:7]1[CH:8]=[CH:9][C:10]([C:13]2([C:21]3[CH:26]=[C:25]([C:27]4[CH:32]=[CH:31][CH:30]=[C:29]([O:33][CH3:34])[CH:28]=4)[CH:24]=[CH:23][N:22]=3)[C:14](=[O:20])[N:15]([CH3:19])[C:16](=[S:18])[NH:17]2)=[CH:11][CH:12]=1)(=[O:4])=[O:3]. The catalyst class is: 4. (7) Reactant: [CH3:1][O:2][CH2:3][CH2:4][CH2:5][NH:6][C:7](=[O:26])[NH:8][C:9]1[S:13][N:12]=[C:11]([C:14]2[CH:19]=[CH:18][C:17]([N+:20]([O-])=O)=[CH:16][CH:15]=2)[C:10]=1[C:23]([NH2:25])=[O:24].[H][H]. Product: [NH2:20][C:17]1[CH:18]=[CH:19][C:14]([C:11]2[C:10]([C:23]([NH2:25])=[O:24])=[C:9]([NH:8][C:7]([NH:6][CH2:5][CH2:4][CH2:3][O:2][CH3:1])=[O:26])[S:13][N:12]=2)=[CH:15][CH:16]=1. The catalyst class is: 663. (8) Reactant: [CH2:1]([CH:3]1[N:12]2[C:7](=[CH:8][C:9](=[O:18])[C:10]([C:13]([O:15]CC)=[O:14])=[CH:11]2)[C:6]2[CH:19]=[C:20]([CH2:25][CH3:26])[C:21]([O:23][CH3:24])=[CH:22][C:5]=2[CH2:4]1)[CH3:2].[OH-].[Na+].Cl. Product: [CH2:1]([CH:3]1[N:12]2[C:7](=[CH:8][C:9](=[O:18])[C:10]([C:13]([OH:15])=[O:14])=[CH:11]2)[C:6]2[CH:19]=[C:20]([CH2:25][CH3:26])[C:21]([O:23][CH3:24])=[CH:22][C:5]=2[CH2:4]1)[CH3:2]. The catalyst class is: 1. (9) Reactant: [CH3:1][O:2][C:3]1[CH:12]=[CH:11][C:6]([C:7]([O:9][CH3:10])=[O:8])=[CH:5][C:4]=1[NH:13][C:14]([C:16]1[S:17][CH:18]=[CH:19][CH:20]=1)=[NH:15].[O-]Cl.[Na+].C([O-])(O)=O.[Na+]. Product: [CH3:1][O:2][C:3]1[C:4]2[NH:13][C:14]([C:16]3[S:17][CH:18]=[CH:19][CH:20]=3)=[N:15][C:5]=2[C:6]([C:7]([O:9][CH3:10])=[O:8])=[CH:11][CH:12]=1. The catalyst class is: 5.